Task: Regression. Given two drug SMILES strings and cell line genomic features, predict the synergy score measuring deviation from expected non-interaction effect.. Dataset: NCI-60 drug combinations with 297,098 pairs across 59 cell lines (1) Drug 1: CCC1=C2CN3C(=CC4=C(C3=O)COC(=O)C4(CC)O)C2=NC5=C1C=C(C=C5)O. Drug 2: C(CC(=O)O)C(=O)CN.Cl. Cell line: SW-620. Synergy scores: CSS=35.3, Synergy_ZIP=2.72, Synergy_Bliss=2.53, Synergy_Loewe=-32.9, Synergy_HSA=1.55. (2) Drug 1: CC1C(C(CC(O1)OC2CC(CC3=C2C(=C4C(=C3O)C(=O)C5=C(C4=O)C(=CC=C5)OC)O)(C(=O)C)O)N)O.Cl. Drug 2: CCN(CC)CCCC(C)NC1=C2C=C(C=CC2=NC3=C1C=CC(=C3)Cl)OC. Cell line: HOP-92. Synergy scores: CSS=37.1, Synergy_ZIP=-9.06, Synergy_Bliss=-5.27, Synergy_Loewe=-1.65, Synergy_HSA=-1.10. (3) Drug 1: C1CCC(CC1)NC(=O)N(CCCl)N=O. Drug 2: CCC1(C2=C(COC1=O)C(=O)N3CC4=CC5=C(C=CC(=C5CN(C)C)O)N=C4C3=C2)O.Cl. Cell line: KM12. Synergy scores: CSS=30.6, Synergy_ZIP=-7.48, Synergy_Bliss=-2.58, Synergy_Loewe=1.21, Synergy_HSA=1.91. (4) Drug 1: CC=C1C(=O)NC(C(=O)OC2CC(=O)NC(C(=O)NC(CSSCCC=C2)C(=O)N1)C(C)C)C(C)C. Drug 2: CC(C)NC(=O)C1=CC=C(C=C1)CNNC.Cl. Cell line: SR. Synergy scores: CSS=44.4, Synergy_ZIP=-3.83, Synergy_Bliss=-5.02, Synergy_Loewe=-28.4, Synergy_HSA=-3.86. (5) Drug 1: CC1=C(C(=O)C2=C(C1=O)N3CC4C(C3(C2COC(=O)N)OC)N4)N. Drug 2: CC1C(C(CC(O1)OC2CC(CC3=C2C(=C4C(=C3O)C(=O)C5=CC=CC=C5C4=O)O)(C(=O)C)O)N)O. Cell line: SK-MEL-2. Synergy scores: CSS=30.6, Synergy_ZIP=1.76, Synergy_Bliss=3.12, Synergy_Loewe=-28.2, Synergy_HSA=-0.149. (6) Drug 1: CC1=C2C(C(=O)C3(C(CC4C(C3C(C(C2(C)C)(CC1OC(=O)C(C(C5=CC=CC=C5)NC(=O)OC(C)(C)C)O)O)OC(=O)C6=CC=CC=C6)(CO4)OC(=O)C)OC)C)OC. Drug 2: C1=NC2=C(N1)C(=S)N=C(N2)N. Cell line: HL-60(TB). Synergy scores: CSS=94.4, Synergy_ZIP=7.66, Synergy_Bliss=4.22, Synergy_Loewe=2.45, Synergy_HSA=6.77. (7) Drug 1: C1=CC(=CC=C1C#N)C(C2=CC=C(C=C2)C#N)N3C=NC=N3. Drug 2: CC1C(C(CC(O1)OC2CC(CC3=C2C(=C4C(=C3O)C(=O)C5=CC=CC=C5C4=O)O)(C(=O)C)O)N)O. Cell line: LOX IMVI. Synergy scores: CSS=46.6, Synergy_ZIP=-1.09, Synergy_Bliss=-1.56, Synergy_Loewe=-20.0, Synergy_HSA=0.272. (8) Drug 1: CC(C1=C(C=CC(=C1Cl)F)Cl)OC2=C(N=CC(=C2)C3=CN(N=C3)C4CCNCC4)N. Drug 2: CC1=C2C(C(=O)C3(C(CC4C(C3C(C(C2(C)C)(CC1OC(=O)C(C(C5=CC=CC=C5)NC(=O)OC(C)(C)C)O)O)OC(=O)C6=CC=CC=C6)(CO4)OC(=O)C)O)C)O. Cell line: TK-10. Synergy scores: CSS=26.8, Synergy_ZIP=4.62, Synergy_Bliss=11.1, Synergy_Loewe=-4.96, Synergy_HSA=9.85. (9) Drug 1: CCC(=C(C1=CC=CC=C1)C2=CC=C(C=C2)OCCN(C)C)C3=CC=CC=C3.C(C(=O)O)C(CC(=O)O)(C(=O)O)O. Drug 2: C1CC(C1)(C(=O)O)C(=O)O.[NH2-].[NH2-].[Pt+2]. Cell line: NCI/ADR-RES. Synergy scores: CSS=5.41, Synergy_ZIP=-3.29, Synergy_Bliss=-3.18, Synergy_Loewe=-4.34, Synergy_HSA=-3.41.